Dataset: Catalyst prediction with 721,799 reactions and 888 catalyst types from USPTO. Task: Predict which catalyst facilitates the given reaction. Reactant: [NH2:1][C:2]1[CH:7]=[CH:6][C:5]([CH2:8][C@H:9]([NH:12][CH2:13][C@@H:14]([C:16]2[CH:21]=[CH:20][CH:19]=[C:18]([Cl:22])[CH:17]=2)[OH:15])[CH2:10][OH:11])=[CH:4][CH:3]=1.[C:23](O[C:23]([O:25][C:26]([CH3:29])([CH3:28])[CH3:27])=[O:24])([O:25][C:26]([CH3:29])([CH3:28])[CH3:27])=[O:24]. Product: [NH2:1][C:2]1[CH:3]=[CH:4][C:5]([CH2:8][C@H:9]([N:12]([CH2:13][C@@H:14]([C:16]2[CH:21]=[CH:20][CH:19]=[C:18]([Cl:22])[CH:17]=2)[OH:15])[C:23](=[O:24])[O:25][C:26]([CH3:29])([CH3:28])[CH3:27])[CH2:10][OH:11])=[CH:6][CH:7]=1. The catalyst class is: 7.